This data is from NCI-60 drug combinations with 297,098 pairs across 59 cell lines. The task is: Regression. Given two drug SMILES strings and cell line genomic features, predict the synergy score measuring deviation from expected non-interaction effect. (1) Drug 1: C1=CC(=CC=C1CCC2=CNC3=C2C(=O)NC(=N3)N)C(=O)NC(CCC(=O)O)C(=O)O. Drug 2: C1=CC=C(C=C1)NC(=O)CCCCCCC(=O)NO. Cell line: SR. Synergy scores: CSS=55.8, Synergy_ZIP=-1.35, Synergy_Bliss=-3.33, Synergy_Loewe=-4.33, Synergy_HSA=-0.749. (2) Drug 1: CC(C1=C(C=CC(=C1Cl)F)Cl)OC2=C(N=CC(=C2)C3=CN(N=C3)C4CCNCC4)N. Drug 2: CC1=C2C(C(=O)C3(C(CC4C(C3C(C(C2(C)C)(CC1OC(=O)C(C(C5=CC=CC=C5)NC(=O)OC(C)(C)C)O)O)OC(=O)C6=CC=CC=C6)(CO4)OC(=O)C)OC)C)OC. Cell line: DU-145. Synergy scores: CSS=57.0, Synergy_ZIP=4.56, Synergy_Bliss=6.70, Synergy_Loewe=-15.4, Synergy_HSA=5.89. (3) Drug 1: CS(=O)(=O)C1=CC(=C(C=C1)C(=O)NC2=CC(=C(C=C2)Cl)C3=CC=CC=N3)Cl. Drug 2: CC12CCC3C(C1CCC2O)C(CC4=C3C=CC(=C4)O)CCCCCCCCCS(=O)CCCC(C(F)(F)F)(F)F. Cell line: SW-620. Synergy scores: CSS=-1.30, Synergy_ZIP=1.39, Synergy_Bliss=0.880, Synergy_Loewe=-0.455, Synergy_HSA=-1.71. (4) Drug 1: CNC(=O)C1=CC=CC=C1SC2=CC3=C(C=C2)C(=NN3)C=CC4=CC=CC=N4. Drug 2: C1=NC(=NC(=O)N1C2C(C(C(O2)CO)O)O)N. Cell line: CCRF-CEM. Synergy scores: CSS=9.32, Synergy_ZIP=-2.89, Synergy_Bliss=1.87, Synergy_Loewe=-1.75, Synergy_HSA=1.09. (5) Drug 1: CNC(=O)C1=CC=CC=C1SC2=CC3=C(C=C2)C(=NN3)C=CC4=CC=CC=N4. Drug 2: C1=CN(C(=O)N=C1N)C2C(C(C(O2)CO)O)O.Cl. Cell line: SNB-75. Synergy scores: CSS=5.04, Synergy_ZIP=-2.58, Synergy_Bliss=-1.35, Synergy_Loewe=-0.0973, Synergy_HSA=0.203.